Regression. Given two drug SMILES strings and cell line genomic features, predict the synergy score measuring deviation from expected non-interaction effect. From a dataset of NCI-60 drug combinations with 297,098 pairs across 59 cell lines. (1) Drug 1: CCC1=CC2CC(C3=C(CN(C2)C1)C4=CC=CC=C4N3)(C5=C(C=C6C(=C5)C78CCN9C7C(C=CC9)(C(C(C8N6C)(C(=O)OC)O)OC(=O)C)CC)OC)C(=O)OC.C(C(C(=O)O)O)(C(=O)O)O. Drug 2: CC(C)CN1C=NC2=C1C3=CC=CC=C3N=C2N. Cell line: 786-0. Synergy scores: CSS=35.2, Synergy_ZIP=6.23, Synergy_Bliss=1.02, Synergy_Loewe=-14.9, Synergy_HSA=0.282. (2) Cell line: HL-60(TB). Synergy scores: CSS=64.3, Synergy_ZIP=-0.971, Synergy_Bliss=0.413, Synergy_Loewe=-16.5, Synergy_HSA=-1.33. Drug 2: C1CC(C1)(C(=O)O)C(=O)O.[NH2-].[NH2-].[Pt+2]. Drug 1: CC1=CC2C(CCC3(C2CCC3(C(=O)C)OC(=O)C)C)C4(C1=CC(=O)CC4)C. (3) Drug 1: CCN(CC)CCNC(=O)C1=C(NC(=C1C)C=C2C3=C(C=CC(=C3)F)NC2=O)C. Drug 2: CC1=C(N=C(N=C1N)C(CC(=O)N)NCC(C(=O)N)N)C(=O)NC(C(C2=CN=CN2)OC3C(C(C(C(O3)CO)O)O)OC4C(C(C(C(O4)CO)O)OC(=O)N)O)C(=O)NC(C)C(C(C)C(=O)NC(C(C)O)C(=O)NCCC5=NC(=CS5)C6=NC(=CS6)C(=O)NCCC[S+](C)C)O. Cell line: COLO 205. Synergy scores: CSS=10.1, Synergy_ZIP=-5.17, Synergy_Bliss=-2.03, Synergy_Loewe=-0.684, Synergy_HSA=-0.591. (4) Drug 1: CCC1=CC2CC(C3=C(CN(C2)C1)C4=CC=CC=C4N3)(C5=C(C=C6C(=C5)C78CCN9C7C(C=CC9)(C(C(C8N6C)(C(=O)OC)O)OC(=O)C)CC)OC)C(=O)OC.C(C(C(=O)O)O)(C(=O)O)O. Drug 2: C(CN)CNCCSP(=O)(O)O. Cell line: NCIH23. Synergy scores: CSS=38.7, Synergy_ZIP=-0.681, Synergy_Bliss=-2.52, Synergy_Loewe=-27.7, Synergy_HSA=-1.59. (5) Drug 1: CC12CCC(CC1=CCC3C2CCC4(C3CC=C4C5=CN=CC=C5)C)O. Drug 2: CC1CCC2CC(C(=CC=CC=CC(CC(C(=O)C(C(C(=CC(C(=O)CC(OC(=O)C3CCCCN3C(=O)C(=O)C1(O2)O)C(C)CC4CCC(C(C4)OC)O)C)C)O)OC)C)C)C)OC. Cell line: SK-MEL-5. Synergy scores: CSS=24.1, Synergy_ZIP=7.98, Synergy_Bliss=8.98, Synergy_Loewe=-0.374, Synergy_HSA=7.41.